Dataset: Forward reaction prediction with 1.9M reactions from USPTO patents (1976-2016). Task: Predict the product of the given reaction. (1) Given the reactants [NH2:1][CH2:2][CH2:3][CH2:4][CH2:5][C:6]1[CH:7]=[C:8]2[C:13](=[CH:14][CH:15]=1)[CH:12]=[C:11]([O:16][CH2:17][CH2:18][CH2:19][NH:20][C:21](=[O:27])[O:22][C:23]([CH3:26])([CH3:25])[CH3:24])[CH:10]=[CH:9]2.[NH2:28][C:29]1[C:30]([C:37]([NH:39][C:40](SC)=[NH:41])=[O:38])=[N:31][C:32]([Cl:36])=[C:33]([NH2:35])[N:34]=1.CCN(C(C)C)C(C)C, predict the reaction product. The product is: [NH2:28][C:29]1[C:30]([C:37]([NH:39][C:40](=[NH:41])[NH:1][CH2:2][CH2:3][CH2:4][CH2:5][C:6]2[CH:7]=[C:8]3[C:13](=[CH:14][CH:15]=2)[CH:12]=[C:11]([O:16][CH2:17][CH2:18][CH2:19][NH:20][C:21](=[O:27])[O:22][C:23]([CH3:24])([CH3:26])[CH3:25])[CH:10]=[CH:9]3)=[O:38])=[N:31][C:32]([Cl:36])=[C:33]([NH2:35])[N:34]=1. (2) The product is: [ClH:24].[NH2:7][C@H:8]1[CH2:12][CH2:11][N:10]([CH2:13][C:14]2[CH:23]=[C:22]3[C:17]([C:18]([NH2:41])=[CH:19][CH:20]=[N:21]3)=[CH:16][CH:15]=2)[C:9]1=[O:25]. Given the reactants C(OC(=O)[NH:7][C@H:8]1[CH2:12][CH2:11][N:10]([CH2:13][C:14]2[CH:23]=[C:22]3[C:17]([C:18]([Cl:24])=[CH:19][CH:20]=[N:21]3)=[CH:16][CH:15]=2)[C:9]1=[O:25])(C)(C)C.C1(O)C=CC=CC=1.C([O-])(=O)C.[NH4+].C(#[N:41])C, predict the reaction product.